Task: Predict the product of the given reaction.. Dataset: Forward reaction prediction with 1.9M reactions from USPTO patents (1976-2016) (1) Given the reactants [CH2:1]([N:3]1[C:7]2=[N:8][C:9]([CH2:48][CH3:49])=[C:10]([CH2:19][NH:20][C:21]([C:23]3[CH:28]=[CH:27][CH:26]=[C:25]([C:29]([NH:31][CH2:32][C:33]4[CH:34]=[C:35]([C:40]5[CH:45]=[CH:44][CH:43]=[C:42]([CH:46]=O)[CH:41]=5)[CH:36]=[CH:37][C:38]=4[CH3:39])=[O:30])[CH:24]=3)=[O:22])[C:11]([NH:12][CH:13]3[CH2:18][CH2:17][O:16][CH2:15][CH2:14]3)=[C:6]2[CH:5]=[N:4]1)[CH3:2].[CH3:50][CH:51]1[CH2:56][NH:55][CH2:54][CH:53]([CH3:57])[NH:52]1.CC(O)=O.[BH-](OC(C)=O)(OC(C)=O)OC(C)=O.[Na+], predict the reaction product. The product is: [CH2:1]([N:3]1[C:7]2=[N:8][C:9]([CH2:48][CH3:49])=[C:10]([CH2:19][NH:20][C:21]([C:23]3[CH:28]=[CH:27][CH:26]=[C:25]([C:29]([NH:31][CH2:32][C:33]4[CH:34]=[C:35]([C:40]5[CH:45]=[CH:44][CH:43]=[C:42]([CH2:46][N:55]6[CH2:54][C@H:53]([CH3:57])[NH:52][C@H:51]([CH3:50])[CH2:56]6)[CH:41]=5)[CH:36]=[CH:37][C:38]=4[CH3:39])=[O:30])[CH:24]=3)=[O:22])[C:11]([NH:12][CH:13]3[CH2:18][CH2:17][O:16][CH2:15][CH2:14]3)=[C:6]2[CH:5]=[N:4]1)[CH3:2]. (2) Given the reactants C[O:2][C:3](=[O:29])[CH2:4][N:5]1[C:14]2[C:9](=[CH:10][CH:11]=[CH:12][CH:13]=2)[CH2:8][CH:7]([NH:15][C:16]([C:18]2[NH:27][C:21]3=[CH:22][N:23]=[C:24]([Cl:26])[CH:25]=[C:20]3[CH:19]=2)=[O:17])[C:6]1=[O:28].[Li+].[OH-], predict the reaction product. The product is: [Cl:26][C:24]1[CH:25]=[C:20]2[CH:19]=[C:18]([C:16]([NH:15][CH:7]3[CH2:8][C:9]4[C:14](=[CH:13][CH:12]=[CH:11][CH:10]=4)[N:5]([CH2:4][C:3]([OH:29])=[O:2])[C:6]3=[O:28])=[O:17])[NH:27][C:21]2=[CH:22][N:23]=1. (3) The product is: [F:27][C:24]1[CH:25]=[CH:26][C:21]([C:18]2[N:17]=[C:16]([NH:15][C:13](=[O:14])[C:12]3[CH:32]=[CH:33][C:9]([NH:8][C:4]4[CH:3]=[C:2]([N:34]5[CH2:38][CH2:37][CH2:36][CH2:35]5)[N:7]=[CH:6][N:5]=4)=[CH:10][CH:11]=3)[S:20][N:19]=2)=[CH:22][C:23]=1[C:28]([F:31])([F:30])[F:29]. Given the reactants Cl[C:2]1[N:7]=[CH:6][N:5]=[C:4]([NH:8][C:9]2[CH:33]=[CH:32][C:12]([C:13]([NH:15][C:16]3[S:20][N:19]=[C:18]([C:21]4[CH:26]=[CH:25][C:24]([F:27])=[C:23]([C:28]([F:31])([F:30])[F:29])[CH:22]=4)[N:17]=3)=[O:14])=[CH:11][CH:10]=2)[CH:3]=1.[NH:34]1[CH2:38][CH2:37][CH2:36][CH2:35]1, predict the reaction product. (4) Given the reactants [C:1]([O:7][CH2:8][CH2:9][C@@H:10]1[O:61][C@@H:14]2[C@H:15]([O:43][Si:44]([C:57]([CH3:60])([CH3:59])[CH3:58])([C:51]3[CH:56]=[CH:55][CH:54]=[CH:53][CH:52]=3)[C:45]3[CH:50]=[CH:49][CH:48]=[CH:47][CH:46]=3)[C@@H:16]3[O:21][C@H:20]([CH2:22][CH:23]=[O:24])[C@H:19]([O:25][Si:26]([C:39]([CH3:42])([CH3:41])[CH3:40])([C:33]4[CH:38]=[CH:37][CH:36]=[CH:35][CH:34]=4)[C:27]4[CH:32]=[CH:31][CH:30]=[CH:29][CH:28]=4)[C@@H:17]3[O:18][C@H:13]2[CH2:12][CH2:11]1)(=[O:6])[C:2]([CH3:5])([CH3:4])[CH3:3].[CH2:62]1COC[CH2:63]1.C([Mg]Br)=C.[NH4+].[Cl-], predict the reaction product. The product is: [C:1]([O:7][CH2:8][CH2:9][C@@H:10]1[O:61][C@@H:14]2[C@H:15]([O:43][Si:44]([C:57]([CH3:60])([CH3:59])[CH3:58])([C:51]3[CH:52]=[CH:53][CH:54]=[CH:55][CH:56]=3)[C:45]3[CH:46]=[CH:47][CH:48]=[CH:49][CH:50]=3)[C@@H:16]3[O:21][C@H:20]([CH2:22][CH:23]([OH:24])[CH:62]=[CH2:63])[C@H:19]([O:25][Si:26]([C:39]([CH3:42])([CH3:41])[CH3:40])([C:27]4[CH:32]=[CH:31][CH:30]=[CH:29][CH:28]=4)[C:33]4[CH:34]=[CH:35][CH:36]=[CH:37][CH:38]=4)[C@@H:17]3[O:18][C@H:13]2[CH2:12][CH2:11]1)(=[O:6])[C:2]([CH3:3])([CH3:4])[CH3:5]. (5) Given the reactants [CH3:1][O:2][C:3]1[CH:8]=[CH:7][C:6]([C:9]2[CH:10]=[C:11]3[C:15](=[C:16]([C:18]([NH2:20])=[O:19])[CH:17]=2)[NH:14][CH:13]=[C:12]3[CH:21]2[CH2:26][CH2:25][NH:24][CH2:23][CH2:22]2)=[CH:5][CH:4]=1.[CH2:27]([S:29](Cl)(=[O:31])=[O:30])[CH3:28].C(N(CC)CC)C, predict the reaction product. The product is: [CH2:27]([S:29]([N:24]1[CH2:25][CH2:26][CH:21]([C:12]2[C:11]3[C:15](=[C:16]([C:18]([NH2:20])=[O:19])[CH:17]=[C:9]([C:6]4[CH:7]=[CH:8][C:3]([O:2][CH3:1])=[CH:4][CH:5]=4)[CH:10]=3)[NH:14][CH:13]=2)[CH2:22][CH2:23]1)(=[O:31])=[O:30])[CH3:28]. (6) Given the reactants [NH:1]([CH2:5][CH2:6][OH:7])[CH2:2][CH2:3][OH:4].[C:8]([NH:11][C:12]1[S:13][C:14]([S:18](Cl)(=[O:20])=[O:19])=[C:15]([CH3:17])[N:16]=1)(=[O:10])[CH3:9].C(N(CC)CC)C, predict the reaction product. The product is: [OH:4][CH2:3][CH2:2][N:1]([CH2:5][CH2:6][OH:7])[S:18]([C:14]1[S:13][C:12]([NH:11][C:8](=[O:10])[CH3:9])=[N:16][C:15]=1[CH3:17])(=[O:19])=[O:20].